Dataset: Reaction yield outcomes from USPTO patents with 853,638 reactions. Task: Predict the reaction yield, written as a fraction of the theoretical maximum amount of product (1.0 means a 100% yield; for example, 0.34 means a 34% yield). (1) The reactants are Br[C:2]1[CH:23]=[CH:22][C:5]([C:6]([NH:8][S:9]([C:12]2[CH:17]=[CH:16][CH:15]=[CH:14][C:13]=2[S:18](=[O:21])(=[O:20])[NH2:19])(=[O:11])=[O:10])=[O:7])=[CH:4][C:3]=1[O:24][CH2:25][CH2:26][C:27]([O:30][CH3:31])([CH3:29])[CH3:28].[C:32]([CH:34]1[CH2:36][CH2:35]1)#[CH:33]. No catalyst specified. The product is [CH:34]1([C:32]#[C:33][C:2]2[CH:23]=[CH:22][C:5]([C:6]([NH:8][S:9]([C:12]3[CH:17]=[CH:16][CH:15]=[CH:14][C:13]=3[S:18](=[O:21])(=[O:20])[NH2:19])(=[O:11])=[O:10])=[O:7])=[CH:4][C:3]=2[O:24][CH2:25][CH2:26][C:27]([O:30][CH3:31])([CH3:29])[CH3:28])[CH2:36][CH2:35]1. The yield is 0.290. (2) The reactants are C(OC([N:8]1[CH2:13][CH2:12][CH:11]([CH2:14][O:15][C:16](=[O:21])[C:17]([CH3:20])([CH3:19])[CH3:18])[CH2:10][CH2:9]1)=O)(C)(C)C.C(O)(C(F)(F)F)=O. The catalyst is C(Cl)Cl. The product is [NH:8]1[CH2:13][CH2:12][CH:11]([CH2:14][O:15][C:16](=[O:21])[C:17]([CH3:19])([CH3:18])[CH3:20])[CH2:10][CH2:9]1. The yield is 0.330. (3) The reactants are [C:1]1([C:30]2[CH:35]=[CH:34][CH:33]=[CH:32][CH:31]=2)[CH:6]=[CH:5][CH:4]=[CH:3][C:2]=1[NH:7][C:8]([O:10][CH:11]1[CH2:16][CH2:15][N:14]([CH2:17][CH2:18][C:19]([N:21]([CH3:29])[CH2:22][CH2:23][CH2:24][CH2:25]C(O)=O)=[O:20])[CH2:13][CH2:12]1)=[O:9].[NH2:36][C:37]1[C:42]([CH3:43])=[CH:41][C:40]([CH2:44][OH:45])=[C:39]([CH3:46])[CH:38]=1.C(N(CC)C(C)C)(C)C.CCN=C=NCCCN(C)C.Cl.C(=O)(O)[O-:69].[Na+]. The catalyst is C(Cl)Cl. The product is [OH:45][CH2:44][C:40]1[C:39]([CH3:46])=[CH:38][C:37]([NH:36][C:25]([CH2:24][CH2:23][CH2:22][N:21]([CH3:29])[C:19]([CH2:18][CH2:17][N:14]2[CH2:13][CH2:12][CH:11]([O:10][C:8](=[O:9])[NH:7][C:2]3[CH:3]=[CH:4][CH:5]=[CH:6][C:1]=3[C:30]3[CH:35]=[CH:34][CH:33]=[CH:32][CH:31]=3)[CH2:16][CH2:15]2)=[O:20])=[O:69])=[C:42]([CH3:43])[CH:41]=1. The yield is 0.310. (4) The product is [C:1]([NH:8][C:9]1[CH:17]=[CH:16][CH:15]=[C:14]2[C:10]=1[C:11](=[O:42])[N:12]([C:19]1([CH2:27][CH2:28][CH2:29][CH2:30][NH:31][C:32](=[O:41])[O:33][CH2:34][C:35]3[CH:40]=[CH:39][CH:38]=[CH:37][CH:36]=3)[CH2:24][CH2:23][C:22](=[O:25])[NH:21][C:20]1=[O:26])[C:13]2=[O:18])(=[O:3])[CH3:2]. The catalyst is N1C=CC=CC=1. The yield is 0.370. The reactants are [C:1](OC(=O)C)(=[O:3])[CH3:2].[NH2:8][C:9]1[CH:17]=[CH:16][CH:15]=[C:14]2[C:10]=1[C:11](=[O:42])[N:12]([C:19]1([CH2:27][CH2:28][CH2:29][CH2:30][NH:31][C:32](=[O:41])[O:33][CH2:34][C:35]3[CH:40]=[CH:39][CH:38]=[CH:37][CH:36]=3)[CH2:24][CH2:23][C:22](=[O:25])[NH:21][C:20]1=[O:26])[C:13]2=[O:18]. (5) The reactants are [Br:1][C:2]1[C:6]2[N:7]=[C:8](Cl)[N:9]=[C:10]([CH2:11][CH2:12][CH2:13][NH2:14])[C:5]=2[S:4][CH:3]=1.[ClH:16].ClC1N=[C:20]([NH:27][CH:28]2C[CH2:32][CH2:31][NH:30][CH2:29]2)[C:21]2S[CH2:25][CH2:24][C:22]=2N=1.[CH:34](N(C(C)C)CC)(C)C. The catalyst is O1CCOCC1. The product is [Br:1][C:2]1[C:6]2[N:7]=[C:8]([N:30]3[CH2:29][CH2:28][N:27]([C:20]4[CH:21]=[CH:22][C:24]([Cl:16])=[CH:25][CH:34]=4)[CH2:32][CH2:31]3)[N:9]=[C:10]([CH2:11][CH2:12][CH2:13][NH2:14])[C:5]=2[S:4][CH:3]=1. The yield is 1.00.